This data is from Reaction yield outcomes from USPTO patents with 853,638 reactions. The task is: Predict the reaction yield, written as a fraction of the theoretical maximum amount of product (1.0 means a 100% yield; for example, 0.34 means a 34% yield). (1) The reactants are [N:1]1([C:8]2[CH:13]=[CH:12][C:11]([C:14]3[NH:23][C:22](=[O:24])[C:21]4[C:16](=[CH:17][C:18]([O:27][CH3:28])=[CH:19][C:20]=4[O:25][CH3:26])[N:15]=3)=[CH:10][CH:9]=2)[CH2:7][CH2:6][CH2:5][NH:4][CH2:3][CH2:2]1.CI.[CH3:31]CN(C(C)C)C(C)C. The product is [CH3:26][O:25][C:20]1[CH:19]=[C:18]([O:27][CH3:28])[CH:17]=[C:16]2[C:21]=1[C:22](=[O:24])[NH:23][C:14]([C:11]1[CH:12]=[CH:13][C:8]([N:1]3[CH2:7][CH2:6][CH2:5][N:4]([CH3:31])[CH2:3][CH2:2]3)=[CH:9][CH:10]=1)=[N:15]2. The yield is 0.230. The catalyst is CN(C=O)C.C(OCC)(=O)C. (2) The product is [C:14]([O:18][C:19](=[O:26])[NH:20][C@H:21]([CH3:25])[C@@:22]([OH:24])([CH3:4])[CH2:23][C:1]#[N:3])([CH3:17])([CH3:15])[CH3:16]. The yield is 0.930. The catalyst is C1COCC1. The reactants are [C:1](#[N:3])C.[CH3:4][Si]([N-][Si](C)(C)C)(C)C.[Li+].[C:14]([O:18][C:19](=[O:26])[NH:20][C@H:21]([CH3:25])[C:22](=[O:24])[CH3:23])([CH3:17])([CH3:16])[CH3:15]. (3) The reactants are [CH2:1]([O:3][C:4](=[O:30])[CH2:5][N:6]1[C:14]2[CH2:13][CH2:12][CH2:11][C@@H:10]([NH:15][S:16]([C:19]3[CH:24]=[C:23]([C:25]([F:28])([F:27])[F:26])[CH:22]=[C:21](Br)[CH:20]=3)(=[O:18])=[O:17])[C:9]=2[CH:8]=[N:7]1)[CH3:2].[Na+].[CH3:32][S:33]([O-:35])=[O:34].[Na+].N1CCC[C@H]1C([O-])=O. The catalyst is CS(C)=O.O.[Cu]I. The product is [CH2:1]([O:3][C:4](=[O:30])[CH2:5][N:6]1[C:14]2[CH2:13][CH2:12][CH2:11][C@@H:10]([NH:15][S:16]([C:19]3[CH:24]=[C:23]([C:25]([F:28])([F:27])[F:26])[CH:22]=[C:21]([S:33]([CH3:32])(=[O:35])=[O:34])[CH:20]=3)(=[O:18])=[O:17])[C:9]=2[CH:8]=[N:7]1)[CH3:2]. The yield is 0.511. (4) The reactants are [C:1]1([C:7]2[N:11]3[CH2:12][CH2:13][N:14]([C:16]([O:18][C:19]([CH3:22])([CH3:21])[CH3:20])=[O:17])[CH2:15][C:10]3=[C:9]([C:23]([O:25]C)=[O:24])[N:8]=2)[CH:6]=[CH:5][CH:4]=[CH:3][CH:2]=1.[Li+].[OH-].C(O)C. The catalyst is C1COCC1. The product is [C:19]([O:18][C:16]([N:14]1[CH2:13][CH2:12][N:11]2[C:7]([C:1]3[CH:6]=[CH:5][CH:4]=[CH:3][CH:2]=3)=[N:8][C:9]([C:23]([OH:25])=[O:24])=[C:10]2[CH2:15]1)=[O:17])([CH3:22])([CH3:20])[CH3:21]. The yield is 1.00.